This data is from Forward reaction prediction with 1.9M reactions from USPTO patents (1976-2016). The task is: Predict the product of the given reaction. (1) Given the reactants [I-].C[S+](C)(C)=O.[CH3:7][C:8]([CH3:11])([O-:10])[CH3:9].[K+].[F:13][C:14]1[CH:19]=[C:18]([N+:20]([O-:22])=[O:21])[CH:17]=[C:16]([F:23])[C:15]=1[N:24]1[CH2:29]CC(=O)C[CH2:25]1, predict the reaction product. The product is: [F:13][C:14]1[CH:19]=[C:18]([N+:20]([O-:22])=[O:21])[CH:17]=[C:16]([F:23])[C:15]=1[N:24]1[CH2:29][CH2:11][C:8]2([O:10][CH2:9]2)[CH2:7][CH2:25]1. (2) Given the reactants [CH2:1]([O:3][C:4]([C:6]1[C:12]2[NH:13][C:14]3[CH:15]=[C:16]([OH:20])[CH:17]=[CH:18][C:19]=3[C:11]=2[C:10]([CH3:22])([CH3:21])[CH2:9][N:8]([C:23](=[O:31])[C:24]2[CH:29]=[CH:28][C:27]([F:30])=[CH:26][CH:25]=2)[CH:7]=1)=[O:5])[CH3:2].[I-].[Na+].C(=O)([O-])[O-].[K+].[K+].Cl[CH2:41][CH2:42][N:43]1[CH2:48][CH2:47][O:46][CH2:45][CH2:44]1, predict the reaction product. The product is: [CH2:1]([O:3][C:4]([C:6]1[C:12]2[NH:13][C:14]3[CH:15]=[C:16]([O:20][CH2:41][CH2:42][N:43]4[CH2:48][CH2:47][O:46][CH2:45][CH2:44]4)[CH:17]=[CH:18][C:19]=3[C:11]=2[C:10]([CH3:22])([CH3:21])[CH2:9][N:8]([C:23](=[O:31])[C:24]2[CH:29]=[CH:28][C:27]([F:30])=[CH:26][CH:25]=2)[CH:7]=1)=[O:5])[CH3:2]. (3) The product is: [OH:1][CH2:2][CH2:3][CH2:4][N:5]1[CH2:10][CH2:9][N:8]([CH2:18][C:19]([NH:21][C:22]2[C:27]([CH:28]([CH3:30])[CH3:29])=[CH:26][C:25]([OH:31])=[CH:24][C:23]=2[CH:32]([CH3:34])[CH3:33])=[O:20])[CH2:7][CH2:6]1. Given the reactants [OH:1][CH2:2][CH2:3][CH2:4][N:5]1[CH2:10][CH2:9][NH:8][CH2:7][CH2:6]1.C(=O)([O-])[O-].[K+].[K+].Br[CH2:18][C:19]([NH:21][C:22]1[C:27]([CH:28]([CH3:30])[CH3:29])=[CH:26][C:25]([OH:31])=[CH:24][C:23]=1[CH:32]([CH3:34])[CH3:33])=[O:20].[Cl-].[NH4+], predict the reaction product. (4) Given the reactants [NH:1]([C:3]1[CH:8]=[CH:7][CH:6]=[CH:5][N:4]=1)[NH2:2].C(O[CH:12]=[CH:13][C:14]#[N:15])C, predict the reaction product. The product is: [N:4]1[CH:5]=[CH:6][CH:7]=[CH:8][C:3]=1[N:1]1[C:14]([NH2:15])=[CH:13][CH:12]=[N:2]1. (5) Given the reactants C1(O[C:8](=[O:19])[NH:9][C:10]2[S:11][C:12]([CH:15]3[CH2:18][CH2:17][CH2:16]3)=[CH:13][N:14]=2)C=CC=CC=1.[NH2:20][C:21]1[CH:22]=[C:23]2[C:28](=[CH:29][CH:30]=1)[N:27]=[C:26]([CH3:31])[CH:25]=[CH:24]2, predict the reaction product. The product is: [CH:15]1([C:12]2[S:11][C:10]([NH:9][C:8]([NH:20][C:21]3[CH:22]=[C:23]4[C:28](=[CH:29][CH:30]=3)[N:27]=[C:26]([CH3:31])[CH:25]=[CH:24]4)=[O:19])=[N:14][CH:13]=2)[CH2:16][CH2:17][CH2:18]1.